Dataset: Experimentally validated miRNA-target interactions with 360,000+ pairs, plus equal number of negative samples. Task: Binary Classification. Given a miRNA mature sequence and a target amino acid sequence, predict their likelihood of interaction. (1) The miRNA is hsa-miR-1229-3p with sequence CUCUCACCACUGCCCUCCCACAG. The protein sequence of the target gene is MAVFVVLLALVAGVLGNEFSILKSPGSVVFRNGNWPIPGERIPDVAALSMGFSVKEDLSWPGLAVGNLFHRPRATVMVMVKGVNKLALPPGSVISYPLENAVPFSLDSVANSIHSLFSEETPVVLQLAPSEERVYMVGKANSVFEDLSVTLRQLRNRLFQENSVLSSLPLNSLSRNNEVDLLFLSELQVLHDISSLLSRHKHLAKDHSPDLYSLELAGLDEIGKRYGEDSEQFRDASKILVDALQKFADDMYSLYGGNAVVELVTVKSFDTSLIRKTRTILEAKQAKNPASPYNLAYKYN.... Result: 0 (no interaction). (2) The miRNA is hsa-miR-6888-5p with sequence AAGGAGAUGCUCAGGCAGAU. The protein sequence of the target gene is MDAPGALAQTAAPGPGRKELKIVIVGDGGCGKTSLLMVYSQGSFPEHYAPSVFEKYTASVTVGSKEVTLNLYDTAGQEDYDRLRPLSYQNTHLVLICYDVMNPTSYDNVLIKWFPEVTHFCRGIPMVLIGCKTDLRKDKEQLRKLRAAQLEPITYMQGLSACEQIRAALYLECSAKFRENVEDVFREAAKVALSALKKAQRQKKRRLCLLL. Result: 1 (interaction). (3) The miRNA is hsa-miR-21-5p with sequence UAGCUUAUCAGACUGAUGUUGA. The protein sequence of the target gene is MPVRKQDTQRALHLLEEYRSKLSQTEDRQLRSSIERVINIFQSNLFQALIDIQEFYEVTLLDNPKCIDRSKPSEPIQPVNTWEISSLPSSTVTSETLPSSLSPSVEKYRYQDEDTPPQEHISPQITNEVIGPELVHVSEKNLSEIENVHGFVSHSHISPIKPTEAVLPSPPTVPVIPVLPVPAENTVILPTIPQANPPPVLVNTDSLETPTYVNGTDADYEYEEITLERGNSGLGFSIAGGTDNPHIGDDSSIFITKIITGGAAAQDGRLRVNDCILRVNEVDVRDVTHSKAVEALKEAG.... Result: 1 (interaction). (4) The miRNA is hsa-miR-4436a with sequence GCAGGACAGGCAGAAGUGGAU. The protein sequence of the target gene is MAVWTRATKAGLVELLLRERWVRVVAELSGESLSLTGDAAAVEPEPPAAAFNGLPNGGGGESLPGSPNRGLGPPSPPAPPRGPAGEASASPPVRRVRVVKQEAGGLGISIKGGRENRMPILISKIFPGLAADQSRALRLGDAILSVNGTDLRQATHDQAVQALKRAGKEVLLEVKFIREVTPYIKKPSLVSDLPWEGASPQSPSFSGSEDSGSPKHQNTTKDRKVIPLKMCFAARNLSMPDLENRLIELHSPDSRNTLILRCKDTATAHSWFVAIHTNIMALLPQVLAELNAMLGATSTA.... Result: 0 (no interaction).